Dataset: Forward reaction prediction with 1.9M reactions from USPTO patents (1976-2016). Task: Predict the product of the given reaction. (1) Given the reactants [C:1]([O:5][C:6](=[O:14])[NH:7][C@@H:8]([CH3:13])/[C:9](/[NH2:12])=[N:10]/[OH:11])([CH3:4])([CH3:3])[CH3:2].C(N(CC)CC)C.[C:22](Cl)(=[O:24])[CH3:23], predict the reaction product. The product is: [C:22]([O:11]/[N:10]=[C:9](\[NH2:12])/[C@@H:8]([NH:7][C:6](=[O:14])[O:5][C:1]([CH3:4])([CH3:2])[CH3:3])[CH3:13])(=[O:24])[CH3:23]. (2) Given the reactants [C:1]([N:8]1[CH2:13][CH2:12][N:11]([CH2:14][CH2:15][NH2:16])[CH2:10][CH2:9]1)([O:3][C:4]([CH3:7])([CH3:6])[CH3:5])=[O:2].C(N(CC)CC)C.Cl[CH2:25][CH2:26][CH2:27][S:28](Cl)(=[O:30])=[O:29], predict the reaction product. The product is: [C:4]([O:3][C:1]([N:8]1[CH2:9][CH2:10][N:11]([CH2:14][CH2:15][N:16]2[CH2:25][CH2:26][CH2:27][S:28]2(=[O:30])=[O:29])[CH2:12][CH2:13]1)=[O:2])([CH3:7])([CH3:6])[CH3:5]. (3) Given the reactants [CH:1]1([C:4]2[CH:5]=[N:6][C:7]([NH:14][C:15]3[CH:24]=[CH:23][C:22]4[C:17](=[CH:18][CH:19]=[CH:20][C:21]=4[C:25]4[CH:30]=[CH:29][CH:28]=[CH:27][CH:26]=4)[CH:16]=3)=[C:8]([CH:13]=2)[C:9]([O:11]C)=[O:10])[CH2:3][CH2:2]1.[OH-].[Na+], predict the reaction product. The product is: [CH:1]1([C:4]2[CH:5]=[N:6][C:7]([NH:14][C:15]3[CH:24]=[CH:23][C:22]4[C:17](=[CH:18][CH:19]=[CH:20][C:21]=4[C:25]4[CH:30]=[CH:29][CH:28]=[CH:27][CH:26]=4)[CH:16]=3)=[C:8]([CH:13]=2)[C:9]([OH:11])=[O:10])[CH2:2][CH2:3]1. (4) Given the reactants [CH2:1]([C:8]1[NH:12][C:11]([C:13]2[CH:18]=[CH:17][CH:16]=[CH:15][C:14]=2[O:19][CH3:20])=[N:10][N:9]=1)[C:2]1[CH:7]=[CH:6][CH:5]=[CH:4][CH:3]=1.[C:21]1([CH2:27]C(NN)=O)[CH:26]=CC=C[CH:22]=1, predict the reaction product. The product is: [CH2:1]([C:8]1[NH:12][C:11]([C:13]2[CH:18]=[CH:17][CH:16]=[CH:15][C:14]=2[O:19][CH2:20][CH2:22][CH:21]([CH3:27])[CH3:26])=[N:10][N:9]=1)[C:2]1[CH:7]=[CH:6][CH:5]=[CH:4][CH:3]=1. (5) Given the reactants [Si:1]([O:8][CH:9]1[CH2:13][CH2:12][N:11]([CH2:14][CH:15]([C:18]2[CH:19]=[C:20]([CH:23]=[CH:24][CH:25]=2)[C:21]#[N:22])[NH:16][CH3:17])[CH2:10]1)([C:4]([CH3:7])([CH3:6])[CH3:5])([CH3:3])[CH3:2].C(=O)([O-])[O-].[K+].[K+].[C:32](Cl)(=[O:41])[O:33][CH2:34][C:35]1[CH:40]=[CH:39][CH:38]=[CH:37][CH:36]=1, predict the reaction product. The product is: [CH2:34]([O:33][C:32](=[O:41])[N:16]([C@@H:15]([C:18]1[CH:25]=[CH:24][CH:23]=[C:20]([C:21]#[N:22])[CH:19]=1)[CH2:14][N:11]1[CH2:12][CH2:13][C@H:9]([O:8][Si:1]([C:4]([CH3:7])([CH3:6])[CH3:5])([CH3:2])[CH3:3])[CH2:10]1)[CH3:17])[C:35]1[CH:40]=[CH:39][CH:38]=[CH:37][CH:36]=1. (6) Given the reactants [Cl:1][C:2]1[CH:11]=[C:10]2[C:5]([C:6](=[O:26])[N:7]([S:13]([C:16]3[CH:17]=[C:18]([NH2:25])[C:19](=[CH:23][CH:24]=3)[C:20]([OH:22])=[O:21])(=[O:15])=[O:14])[C:8](=[O:12])[NH:9]2)=[CH:4][CH:3]=1.[C:27](Cl)(=[O:30])[CH2:28][CH3:29].O, predict the reaction product. The product is: [Cl:1][C:2]1[CH:11]=[C:10]2[C:5]([C:6](=[O:26])[N:7]([S:13]([C:16]3[CH:17]=[C:18]([NH:25][C:27](=[O:30])[CH2:28][CH3:29])[C:19](=[CH:23][CH:24]=3)[C:20]([O:22][C:5]([CH3:10])([CH3:6])[CH3:4])=[O:21])(=[O:15])=[O:14])[C:8](=[O:12])[NH:9]2)=[CH:4][CH:3]=1. (7) Given the reactants [C:1]([O:5][C:6]([N:8]1[CH2:13][CH2:12][CH:11]([N:14]2[C:22]3[C:17](=[CH:18][CH:19]=[C:20]([F:23])[CH:21]=3)[C:16]([C:24]3[N:25]=[C:26]4[C:32]([C:33](O)=[O:34])=[CH:31][N:30]([CH2:36][O:37][CH2:38][CH2:39][Si:40]([CH3:43])([CH3:42])[CH3:41])[C:27]4=[N:28][CH:29]=3)=[N:15]2)[CH2:10][CH2:9]1)=[O:7])([CH3:4])([CH3:3])[CH3:2].[C:44]([NH2:48])([CH3:47])([CH3:46])[CH3:45].CN(C(ON1N=NC2C=CC=NC1=2)=[N+](C)C)C.F[P-](F)(F)(F)(F)F.O, predict the reaction product. The product is: [C:44]([NH:48][C:33]([C:32]1[C:26]2[C:27](=[N:28][CH:29]=[C:24]([C:16]3[C:17]4[C:22](=[CH:21][C:20]([F:23])=[CH:19][CH:18]=4)[N:14]([CH:11]4[CH2:10][CH2:9][N:8]([C:6]([O:5][C:1]([CH3:3])([CH3:2])[CH3:4])=[O:7])[CH2:13][CH2:12]4)[N:15]=3)[N:25]=2)[N:30]([CH2:36][O:37][CH2:38][CH2:39][Si:40]([CH3:43])([CH3:42])[CH3:41])[CH:31]=1)=[O:34])([CH3:47])([CH3:46])[CH3:45]. (8) Given the reactants [C:1]([C:3]1[C:19]([CH2:20][CH3:21])=[CH:18][CH:17]=[CH:16][C:4]=1[O:5][C:6]1[CH:14]=[CH:13][C:9]([C:10]([OH:12])=O)=[CH:8][C:7]=1[CH3:15])#[N:2].Cl.C(N=C=NCCCN(C)C)C.ON1C2C=CC=CC=2N=N1.C(N(CC)CC)C.[NH2:51][CH2:52][C:53]1[C:54]([OH:61])=[N:55][C:56]([CH3:60])=[CH:57][C:58]=1[CH3:59], predict the reaction product. The product is: [C:1]([C:3]1[C:19]([CH2:20][CH3:21])=[CH:18][CH:17]=[CH:16][C:4]=1[O:5][C:6]1[CH:14]=[CH:13][C:9]([C:10]([NH:51][CH2:52][C:53]2[C:54]([OH:61])=[N:55][C:56]([CH3:60])=[CH:57][C:58]=2[CH3:59])=[O:12])=[CH:8][C:7]=1[CH3:15])#[N:2].